Predict the product of the given reaction. From a dataset of Forward reaction prediction with 1.9M reactions from USPTO patents (1976-2016). (1) The product is: [Cl:29][C:30]1[CH:31]=[C:32]([CH:37]=[C:38]([Cl:41])[C:39]=1[O:40][C:15]1[CH:20]=[CH:19][C:18]([O:21][CH3:22])=[C:17]([CH:23]([CH3:24])[CH3:25])[CH:16]=1)[C:33]([O:35][CH3:36])=[O:34]. Given the reactants F[B-](F)(F)F.[CH3:22][O:21][C:18]1[CH:19]=[CH:20][C:15]([I+][C:15]2[CH:20]=[CH:19][C:18]([O:21][CH3:22])=[C:17]([CH:23]([CH3:25])[CH3:24])[CH:16]=2)=[CH:16][C:17]=1[CH:23]([CH3:25])[CH3:24].[Cl:29][C:30]1[CH:31]=[C:32]([CH:37]=[C:38]([Cl:41])[C:39]=1[OH:40])[C:33]([O:35][CH3:36])=[O:34], predict the reaction product. (2) Given the reactants [Br:1][C:2]1[CH:7]=[CH:6][C:5]([Cl:8])=[C:4]([CH2:9]O)[CH:3]=1.S(Cl)([Cl:13])=O, predict the reaction product. The product is: [Br:1][C:2]1[CH:7]=[CH:6][C:5]([Cl:8])=[C:4]([CH2:9][Cl:13])[CH:3]=1. (3) Given the reactants [NH2:1][C:2]1[C:11]2[C:6](=[CH:7][C:8]([C:12]([OH:14])=O)=[CH:9][CH:10]=2)[C:5]([Cl:15])=[CH:4][N:3]=1.Cl.[F:17][C:18]1([F:22])[CH2:21][NH:20][CH2:19]1.CN(C(ON1N=NC2C=CC=NC1=2)=[N+](C)C)C.F[P-](F)(F)(F)(F)F.CCN(C(C)C)C(C)C, predict the reaction product. The product is: [Cl:15][C:5]1[C:6]2[C:11](=[CH:10][CH:9]=[C:8]([C:12]([N:20]3[CH2:21][C:18]([F:22])([F:17])[CH2:19]3)=[O:14])[CH:7]=2)[C:2]([NH2:1])=[N:3][CH:4]=1. (4) Given the reactants [NH2:1][C:2]1[N:10]=[CH:9][C:8]([Cl:11])=[CH:7][C:3]=1[C:4]([NH2:6])=[O:5].[Br:12][CH2:13][C:14]1[CH:19]=[CH:18][C:17]([CH3:20])=[C:16]([F:21])[CH:15]=1, predict the reaction product. The product is: [BrH:12].[Cl:11][C:8]1[CH:7]=[C:3]([C:4]([NH2:6])=[O:5])[C:2](=[NH:1])[N:10]([CH2:13][C:14]2[CH:19]=[CH:18][C:17]([CH3:20])=[C:16]([F:21])[CH:15]=2)[CH:9]=1. (5) The product is: [Cl:1][C:2]1[CH:7]=[CH:6][CH:5]=[C:4]([CH3:8])[C:3]=1[C:9]1[NH:13][C:12](=[O:14])[N:11]([C:15]2[CH:24]=[CH:23][C:18]([C:19]([NH:32][C:31]3[CH:33]=[CH:34][CH:35]=[C:29]([CH:28]([F:36])[F:27])[CH:30]=3)=[O:21])=[C:17]([O:25][CH3:26])[CH:16]=2)[N:10]=1. Given the reactants [Cl:1][C:2]1[CH:7]=[CH:6][CH:5]=[C:4]([CH3:8])[C:3]=1[C:9]1[NH:13][C:12](=[O:14])[N:11]([C:15]2[CH:24]=[CH:23][C:18]([C:19]([O:21]C)=O)=[C:17]([O:25][CH3:26])[CH:16]=2)[N:10]=1.[F:27][CH:28]([F:36])[C:29]1[CH:30]=[C:31]([CH:33]=[CH:34][CH:35]=1)[NH2:32].C[Al](C)C, predict the reaction product. (6) Given the reactants [F:1][C:2]1[CH:3]=[C:4]([C:10]2[N:11]=[C:12]([CH3:19])[C:13]3[CH:18]=[CH:17][NH:16][C:14]=3[N:15]=2)[CH:5]=[CH:6][C:7]=1[O:8][CH3:9].[OH-].[K+].[I:22]I, predict the reaction product. The product is: [F:1][C:2]1[CH:3]=[C:4]([C:10]2[N:11]=[C:12]([CH3:19])[C:13]3[C:18]([I:22])=[CH:17][NH:16][C:14]=3[N:15]=2)[CH:5]=[CH:6][C:7]=1[O:8][CH3:9]. (7) Given the reactants [CH3:1][CH2:2][CH2:3][CH2:4][C:5]1[N:9]([CH2:10][C:11]2[CH:12]=[CH:13][C:14]([C:17]([OH:19])=[O:18])=[CH:15][CH:16]=2)[C:8](/[CH:20]=[C:21](/[C:28]([OH:30])=[O:29])\[CH2:22][C:23]2[S:27][CH:26]=[CH:25][CH:24]=2)=[CH:7][N:6]=1, predict the reaction product. The product is: [CH3:1][CH2:2][CH2:3][CH2:4][C:5]1[N:9]([CH2:10][C:11]2[CH:12]=[CH:13][C:14]([C:17]([OH:19])=[O:18])=[CH:15][CH:16]=2)[C:8](/[CH:20]=[C:21](/[C:28]([OH:30])=[O:29])\[CH2:22][C:23]2[S:27][CH:26]=[CH:25][CH:24]=2)=[CH:7][N:6]=1.[C:17]([O-:19])(=[O:18])[CH3:14].